From a dataset of NCI-60 drug combinations with 297,098 pairs across 59 cell lines. Regression. Given two drug SMILES strings and cell line genomic features, predict the synergy score measuring deviation from expected non-interaction effect. (1) Drug 2: CCCCCOC(=O)NC1=NC(=O)N(C=C1F)C2C(C(C(O2)C)O)O. Cell line: HCT-15. Synergy scores: CSS=11.4, Synergy_ZIP=-1.75, Synergy_Bliss=5.42, Synergy_Loewe=7.52, Synergy_HSA=7.41. Drug 1: C1CC(=O)NC(=O)C1N2CC3=C(C2=O)C=CC=C3N. (2) Drug 1: CC1=C(N=C(N=C1N)C(CC(=O)N)NCC(C(=O)N)N)C(=O)NC(C(C2=CN=CN2)OC3C(C(C(C(O3)CO)O)O)OC4C(C(C(C(O4)CO)O)OC(=O)N)O)C(=O)NC(C)C(C(C)C(=O)NC(C(C)O)C(=O)NCCC5=NC(=CS5)C6=NC(=CS6)C(=O)NCCC[S+](C)C)O. Drug 2: CNC(=O)C1=NC=CC(=C1)OC2=CC=C(C=C2)NC(=O)NC3=CC(=C(C=C3)Cl)C(F)(F)F. Cell line: COLO 205. Synergy scores: CSS=2.49, Synergy_ZIP=-3.95, Synergy_Bliss=-1.96, Synergy_Loewe=-4.07, Synergy_HSA=-2.56.